Dataset: Catalyst prediction with 721,799 reactions and 888 catalyst types from USPTO. Task: Predict which catalyst facilitates the given reaction. (1) Reactant: Cl[CH2:2][CH2:3][CH2:4][S:5]([N:8]1[CH2:13][CH2:12][CH:11]([C:14]2[C:22]3[C:17](=[C:18]([C:29]([NH2:31])=[O:30])[CH:19]=[C:20]([C:23]4[CH:28]=[CH:27][CH:26]=[CH:25][CH:24]=4)[CH:21]=3)[NH:16][N:15]=2)[CH2:10][CH2:9]1)(=[O:7])=[O:6].C([O-])([O-])=O.[K+].[K+].[CH:38]1([NH2:42])[CH2:41][CH2:40][CH2:39]1.[I-].[Na+]. Product: [CH:38]1([NH:42][CH2:2][CH2:3][CH2:4][S:5]([N:8]2[CH2:13][CH2:12][CH:11]([C:14]3[C:22]4[C:17](=[C:18]([C:29]([NH2:31])=[O:30])[CH:19]=[C:20]([C:23]5[CH:28]=[CH:27][CH:26]=[CH:25][CH:24]=5)[CH:21]=4)[NH:16][N:15]=3)[CH2:10][CH2:9]2)(=[O:7])=[O:6])[CH2:41][CH2:40][CH2:39]1. The catalyst class is: 3. (2) Reactant: [CH3:1][O:2][C:3]1[CH:12]=[CH:11][C:6]([C:7]([O:9][CH3:10])=[O:8])=[CH:5][C:4]=1[CH3:13].[Br:14]N1C(=O)CCC1=O.C(OOC(=O)C1C=CC=CC=1)(=O)C1C=CC=CC=1. Product: [Br:14][CH2:13][C:4]1[CH:5]=[C:6]([CH:11]=[CH:12][C:3]=1[O:2][CH3:1])[C:7]([O:9][CH3:10])=[O:8]. The catalyst class is: 53. (3) Reactant: [CH:1]([NH2:3])=[O:2].CC(C)([O-])C.[K+].F[C:11]1[C:12]([CH3:28])=[C:13]([C:21]2[O:22][CH2:23][C:24]([CH3:27])([CH3:26])[N:25]=2)[CH:14]=[CH:15][C:16]=1[C:17]([F:20])([F:19])[F:18]. Product: [CH3:26][C:24]1([CH3:27])[CH2:23][O:22][C:21]([C:13]2[C:12]([CH3:28])=[C:11]([NH:3][CH:1]=[O:2])[C:16]([C:17]([F:20])([F:19])[F:18])=[CH:15][CH:14]=2)=[N:25]1. The catalyst class is: 80. (4) Product: [C:35]([C:16]1[CH:17]=[C:18]([C:19]([C:20]2[CH:15]=[CH:14][CH:13]=[CH:12][N:11]=2)=[O:31])[N:1]2[C:10]3[C:5](=[CH:6][CH:7]=[CH:8][CH:9]=3)[CH:4]=[CH:3][C:2]=12)#[N:38]. Reactant: [NH+:1]1[C:10]2[C:5](=[CH:6][CH:7]=[CH:8][CH:9]=2)[CH:4]=[CH:3][CH:2]=1.[N:11]1[C:20]2[C:15](=[CH:16][CH:17]=[CH:18][CH:19]=2)[CH:14]=[CH:13][CH:12]=1.[Cr](O[Cr]([O-])(=O)=O)([O-])(=O)=O.C(=O)(O)[O-:31].[Na+].[C:35](#[N:38])C=C. The catalyst class is: 9.